This data is from Peptide-MHC class I binding affinity with 185,985 pairs from IEDB/IMGT. The task is: Regression. Given a peptide amino acid sequence and an MHC pseudo amino acid sequence, predict their binding affinity value. This is MHC class I binding data. The peptide sequence is YEDQDALFA. The MHC is HLA-B18:01 with pseudo-sequence HLA-B18:01. The binding affinity (normalized) is 0.0573.